From a dataset of Reaction yield outcomes from USPTO patents with 853,638 reactions. Predict the reaction yield, written as a fraction of the theoretical maximum amount of product (1.0 means a 100% yield; for example, 0.34 means a 34% yield). The reactants are CS(O[CH2:6][CH2:7][O:8][C@H:9]1[CH2:14][CH2:13][C@H:12]([N:15]2[C:20](=[O:21])[C:19]([CH2:22][C:23]3[CH:28]=[CH:27][C:26]([C:29]4[CH:34]=[CH:33][CH:32]=[CH:31][C:30]=4[C:35]#[N:36])=[CH:25][CH:24]=3)=[C:18]([CH2:37][CH2:38][CH3:39])[N:17]3[N:40]=[CH:41][N:42]=[C:16]23)[CH2:11][CH2:10]1)(=O)=O.[CH3:43][C@H:44]1[O:49][C@@H:48]([CH3:50])[CH2:47][NH:46][CH2:45]1.[I-].[Na+]. The catalyst is O1CCCC1. The product is [CH3:50][C@H:48]1[O:49][C@@H:44]([CH3:43])[CH2:45][N:46]([CH2:6][CH2:7][O:8][C@H:9]2[CH2:14][CH2:13][C@H:12]([N:15]3[C:20](=[O:21])[C:19]([CH2:22][C:23]4[CH:28]=[CH:27][C:26]([C:29]5[C:30]([C:35]#[N:36])=[CH:31][CH:32]=[CH:33][CH:34]=5)=[CH:25][CH:24]=4)=[C:18]([CH2:37][CH2:38][CH3:39])[N:17]4[N:40]=[CH:41][N:42]=[C:16]34)[CH2:11][CH2:10]2)[CH2:47]1. The yield is 0.960.